From a dataset of Catalyst prediction with 721,799 reactions and 888 catalyst types from USPTO. Predict which catalyst facilitates the given reaction. (1) Reactant: [CH2:1]([O:8][C:9]1[CH:14]=[CH:13][C:12]([C:15]2[O:19][C:18](=[S:20])[NH:17][C:16]=2[C:21]2[CH:22]=[N:23][C:24]([O:27][CH3:28])=[CH:25][CH:26]=2)=[CH:11][CH:10]=1)[C:2]1[CH:7]=[CH:6][CH:5]=[CH:4][CH:3]=1.[H-].[Na+].[CH3:31]I. Product: [CH2:1]([O:8][C:9]1[CH:10]=[CH:11][C:12]([C:15]2[O:19][C:18]([S:20][CH3:31])=[N:17][C:16]=2[C:21]2[CH:26]=[CH:25][C:24]([O:27][CH3:28])=[N:23][CH:22]=2)=[CH:13][CH:14]=1)[C:2]1[CH:7]=[CH:6][CH:5]=[CH:4][CH:3]=1. The catalyst class is: 9. (2) Reactant: [H-].[Na+].[NH:3]1[CH:7]=[C:6]([CH:8]=[O:9])[N:5]=[CH:4]1.Cl[C:11]1[N:16]=[CH:15][CH:14]=[CH:13][N:12]=1. Product: [N:12]1[CH:13]=[CH:14][CH:15]=[N:16][C:11]=1[N:3]1[CH:7]=[C:6]([CH:8]=[O:9])[N:5]=[CH:4]1. The catalyst class is: 3. (3) Reactant: [CH3:1][N:2]([CH3:27])[C:3]([C:5]1[C:15]([CH2:16][CH2:17][C@@H:18]([OH:25])[C:19]2[CH:23]=[CH:22][S:21][C:20]=2[CH3:24])=[C:14](O)[C:8]2[N:9]=[C:10]([CH3:13])[N:11]([CH3:12])[C:7]=2[CH:6]=1)=[O:4].C1(P(C2C=CC=CC=2)C2C=CC=CC=2)C=CC=CC=1.CC(OC(/N=N/C(OC(C)C)=O)=O)C. Product: [CH3:1][N:2]([CH3:27])[C:3]([C:5]1[C:15]2[CH2:16][CH2:17][C@@H:18]([C:19]3[CH:23]=[CH:22][S:21][C:20]=3[CH3:24])[O:25][C:14]=2[C:8]2[N:9]=[C:10]([CH3:13])[N:11]([CH3:12])[C:7]=2[CH:6]=1)=[O:4]. The catalyst class is: 305. (4) Reactant: FC(F)(F)C(O)=O.[NH2:8][C@@H:9]1[C:17]2[C:12](=[CH:13][CH:14]=[CH:15][CH:16]=2)[CH2:11][C@H:10]1[NH:18][C:19]([C:21]1[NH:22][C:23]2[C:28]([CH:29]=1)=[CH:27][C:26]([Cl:30])=[CH:25][CH:24]=2)=[O:20].CCN(CC)CC.[Cl:38][CH2:39][S:40](Cl)(=[O:42])=[O:41]. Product: [Cl:30][C:26]1[CH:27]=[C:28]2[C:23](=[CH:24][CH:25]=1)[NH:22][C:21]([C:19]([NH:18][C@@H:10]1[CH2:11][C:12]3[C:17](=[CH:16][CH:15]=[CH:14][CH:13]=3)[C@H:9]1[NH:8][S:40]([CH2:39][Cl:38])(=[O:42])=[O:41])=[O:20])=[CH:29]2. The catalyst class is: 1. (5) Reactant: [F:1][C:2]1[CH:10]=[CH:9][C:5]([C:6]([OH:8])=[O:7])=[CH:4][C:3]=1[CH3:11].[C:12](=O)([O-])[O-].[K+].[K+].IC. Product: [F:1][C:2]1[CH:10]=[CH:9][C:5]([C:6]([O:8][CH3:12])=[O:7])=[CH:4][C:3]=1[CH3:11]. The catalyst class is: 3. (6) Reactant: [CH2:1]([O:3][C:4]([CH2:6][N:7]1[C:12]([CH3:13])=[CH:11][N:10]=[C:9](O)[C:8]1=[O:15])=[O:5])[CH3:2].P(Br)(Br)([Br:18])=O.[NH4+].[OH-]. Product: [Br:18][C:9]1[C:8](=[O:15])[N:7]([CH2:6][C:4]([O:3][CH2:1][CH3:2])=[O:5])[C:12]([CH3:13])=[CH:11][N:10]=1. The catalyst class is: 22. (7) Product: [CH3:22][O:23][C:24]1[CH:25]=[CH:26][C:27]([C:30]2[C:35]([CH3:36])=[C:34]([C:37]([F:39])([F:38])[F:40])[N:33]3[N:41]=[CH:42][C:43]([C:44]([N:46]4[CH2:51][CH2:50][N:49]([C@H:2]([C:4]5[CH:11]=[CH:10][CH:9]=[CH:8][C:5]=5[C:6]#[N:7])[CH3:3])[CH2:48][C@H:47]4[CH3:52])=[O:45])=[C:32]3[N:31]=2)=[CH:28][CH:29]=1. Reactant: O[C@@H:2]([C:4]1[CH:11]=[CH:10][CH:9]=[CH:8][C:5]=1[C:6]#[N:7])[CH3:3].CS(Cl)(=O)=O.S([O-])(=O)(=O)C.[CH3:22][O:23][C:24]1[CH:29]=[CH:28][C:27]([C:30]2[C:35]([CH3:36])=[C:34]([C:37]([F:40])([F:39])[F:38])[N:33]3[N:41]=[CH:42][C:43]([C:44]([N:46]4[CH2:51][CH2:50][NH:49][CH2:48][C@H:47]4[CH3:52])=[O:45])=[C:32]3[N:31]=2)=[CH:26][CH:25]=1. The catalyst class is: 25. (8) Reactant: [C:1]1([C:7]2[C:16]3[C:11](=[CH:12][CH:13]=[CH:14][CH:15]=3)[N:10]=[C:9]([NH:17][C:18]3[CH:26]=[CH:25][C:21]([C:22](O)=[O:23])=[CH:20][CH:19]=3)[N:8]=2)[CH:6]=[CH:5][CH:4]=[CH:3][CH:2]=1.CN(C)C=O.S(Cl)([Cl:34])=O. Product: [C:1]1([C:7]2[C:16]3[C:11](=[CH:12][CH:13]=[CH:14][CH:15]=3)[N:10]=[C:9]([NH:17][C:18]3[CH:26]=[CH:25][C:21]([C:22]([Cl:34])=[O:23])=[CH:20][CH:19]=3)[N:8]=2)[CH:6]=[CH:5][CH:4]=[CH:3][CH:2]=1. The catalyst class is: 4. (9) Reactant: Cl[C:2]1[N:11]=[C:10]([NH:12][CH2:13][C:14]2[CH:19]=[CH:18][C:17]([NH:20][C:21](=[O:29])[C:22]3[CH:27]=[CH:26][C:25]([F:28])=[CH:24][CH:23]=3)=[CH:16][CH:15]=2)[C:9]2[C:4](=[CH:5][C:6]([CH3:30])=[CH:7][CH:8]=2)[N:3]=1.[CH3:31][NH2:32]. Product: [F:28][C:25]1[CH:26]=[CH:27][C:22]([C:21]([NH:20][C:17]2[CH:18]=[CH:19][C:14]([CH2:13][NH:12][C:10]3[C:9]4[C:4](=[CH:5][C:6]([CH3:30])=[CH:7][CH:8]=4)[N:3]=[C:2]([NH:32][CH3:31])[N:11]=3)=[CH:15][CH:16]=2)=[O:29])=[CH:23][CH:24]=1. The catalyst class is: 1. (10) Reactant: [CH2:1]([O:8][C:9]([NH:11][C@H:12]([CH2:17][O:18][CH:19]([CH3:22])[CH2:20][Cl:21])[C:13]([O:15]C)=[O:14])=[O:10])[C:2]1[CH:7]=[CH:6][CH:5]=[CH:4][CH:3]=1.O.[OH-].[Li+].C1COCC1. Product: [CH2:1]([O:8][C:9]([NH:11][C@H:12]([CH2:17][O:18][CH:19]([CH3:22])[CH2:20][Cl:21])[C:13]([OH:15])=[O:14])=[O:10])[C:2]1[CH:3]=[CH:4][CH:5]=[CH:6][CH:7]=1. The catalyst class is: 20.